Dataset: Full USPTO retrosynthesis dataset with 1.9M reactions from patents (1976-2016). Task: Predict the reactants needed to synthesize the given product. (1) Given the product [CH2:1]([O:3][C:4](=[O:39])[CH2:5][CH2:6][CH2:7][O:8][C:9]1[CH:14]=[CH:13][CH:12]=[C:11]([CH2:15][CH2:16][CH2:17][CH2:18][CH2:19][CH2:20][O:21][C:22]2[CH:23]=[C:24]([C:40]3[CH:45]=[CH:44][CH:43]=[CH:42][CH:41]=3)[CH:25]=[C:26]([O:28][CH2:29][CH3:30])[CH:27]=2)[C:10]=1[CH2:32][CH2:33][C:34]([O:36][CH2:37][CH3:38])=[O:35])[CH3:2], predict the reactants needed to synthesize it. The reactants are: [CH2:1]([O:3][C:4](=[O:39])[CH2:5][CH2:6][CH2:7][O:8][C:9]1[CH:14]=[CH:13][CH:12]=[C:11]([CH2:15][CH2:16][CH2:17][CH2:18][CH2:19][CH2:20][O:21][C:22]2[CH:27]=[C:26]([O:28][CH2:29][CH3:30])[CH:25]=[C:24](Br)[CH:23]=2)[C:10]=1[CH2:32][CH2:33][C:34]([O:36][CH2:37][CH3:38])=[O:35])[CH3:2].[C:40]1(B(O)O)[CH:45]=[CH:44][CH:43]=[CH:42][CH:41]=1.C(=O)([O-])[O-].[Cs+].[Cs+].C(COC)OC. (2) Given the product [N+:1]([C:4]1[CH:9]=[CH:8][CH:7]=[CH:6][C:5]=1[CH2:10][CH2:11][O:12][C:13]1[CH:18]=[CH:17][C:16]([C:19]2[N:29]=[CH:28][CH:27]=[CH:26][C:20]=2[C:21]([OH:23])=[O:22])=[CH:15][C:14]=1[C:30]#[N:31])([O-:3])=[O:2], predict the reactants needed to synthesize it. The reactants are: [N+:1]([C:4]1[CH:9]=[CH:8][CH:7]=[CH:6][C:5]=1[CH2:10][CH2:11][O:12][C:13]1[CH:18]=[CH:17][C:16]([C:19]2[N:29]=[CH:28][CH:27]=[CH:26][C:20]=2[C:21]([O:23]CC)=[O:22])=[CH:15][C:14]=1[C:30]#[N:31])([O-:3])=[O:2].[OH-].[Na+].O. (3) Given the product [CH3:1][O:2][C:3]1[CH:17]=[CH:16][C:15]([NH2:18])=[CH:14][C:4]=1[O:5][CH2:6][CH2:7][N:8]1[CH2:13][CH2:12][O:11][CH2:10][CH2:9]1, predict the reactants needed to synthesize it. The reactants are: [CH3:1][O:2][C:3]1[CH:17]=[CH:16][C:15]([N+:18]([O-])=O)=[CH:14][C:4]=1[O:5][CH2:6][CH2:7][N:8]1[CH2:13][CH2:12][O:11][CH2:10][CH2:9]1.O.O.[Sn](Cl)Cl.